This data is from Catalyst prediction with 721,799 reactions and 888 catalyst types from USPTO. The task is: Predict which catalyst facilitates the given reaction. (1) Reactant: [CH3:1][O:2][C:3]([C:5]1[S:6][C:7](Br)=[CH:8][C:9]=1[N:10]([C@H:20]1[CH2:25][CH2:24][C@H:23]([OH:26])[CH2:22][CH2:21]1)[C:11]([C@H:13]1[CH2:18][CH2:17][C@H:16]([CH3:19])[CH2:15][CH2:14]1)=[O:12])=[O:4].[O:28]1[C:32]2([CH2:37][CH2:36][C:35](B(O)O)=[CH:34][CH2:33]2)[O:31][CH2:30][CH2:29]1.C([O-])([O-])=O.[Na+].[Na+]. Product: [CH3:1][O:2][C:3]([C:5]1[S:6][C:7]([C:35]2[CH2:36][CH2:37][C:32]3([O:31][CH2:30][CH2:29][O:28]3)[CH2:33][CH:34]=2)=[CH:8][C:9]=1[N:10]([C@H:20]1[CH2:25][CH2:24][C@H:23]([OH:26])[CH2:22][CH2:21]1)[C:11]([C@H:13]1[CH2:18][CH2:17][C@H:16]([CH3:19])[CH2:15][CH2:14]1)=[O:12])=[O:4]. The catalyst class is: 3. (2) Reactant: [CH:1]1[C:6]([N+:7]([O-:9])=[O:8])=[CH:5][C:4]([Cl:10])=[C:3]([NH:11][C:12]([C:14]2[CH:15]=[C:16]([Cl:21])[CH:17]=[CH:18][C:19]=2[OH:20])=[O:13])[CH:2]=1.C1C=CC(P(C2C=CC=CC=2)C2C=CC=CC=2)=CC=1.[C:41]([O:45][C:46]([N:48]1[CH2:53][CH2:52][N:51]([CH2:54][CH2:55]O)[CH2:50][CH2:49]1)=[O:47])([CH3:44])([CH3:43])[CH3:42].CC(OC(/N=N/C(OC(C)C)=O)=O)C. Product: [C:41]([O:45][C:46]([N:48]1[CH2:53][CH2:52][N:51]([CH2:54][CH2:55][O:20][C:19]2[CH:18]=[CH:17][C:16]([Cl:21])=[CH:15][C:14]=2[C:12](=[O:13])[NH:11][C:3]2[CH:2]=[CH:1][C:6]([N+:7]([O-:9])=[O:8])=[CH:5][C:4]=2[Cl:10])[CH2:50][CH2:49]1)=[O:47])([CH3:44])([CH3:43])[CH3:42]. The catalyst class is: 1.